This data is from Forward reaction prediction with 1.9M reactions from USPTO patents (1976-2016). The task is: Predict the product of the given reaction. (1) Given the reactants Cl.[CH3:2][S:3]([C:6]1[CH:24]=[CH:23][C:9]([O:10][CH2:11][C:12]2[N:13]=[C:14]([N:17]3[CH2:22][CH2:21][NH:20][CH2:19][CH2:18]3)[S:15][CH:16]=2)=[CH:8][CH:7]=1)(=[O:5])=[O:4].CCN(C(C)C)C(C)C.[CH2:34]([S:38](Cl)(=[O:40])=[O:39])[CH:35]([CH3:37])[CH3:36], predict the reaction product. The product is: [CH3:2][S:3]([C:6]1[CH:7]=[CH:8][C:9]([O:10][CH2:11][C:12]2[N:13]=[C:14]([N:17]3[CH2:22][CH2:21][N:20]([S:38]([CH2:34][CH:35]([CH3:37])[CH3:36])(=[O:40])=[O:39])[CH2:19][CH2:18]3)[S:15][CH:16]=2)=[CH:23][CH:24]=1)(=[O:5])=[O:4]. (2) The product is: [C:1]1([C:7]2[C:16]([N:17]3[CH2:22][CH2:21][N:20]([C:23]4[CH:24]=[CH:25][CH:26]=[CH:27][CH:28]=4)[CH2:19][CH2:18]3)=[N:15][C:14]3[C:9](=[CH:10][CH:11]=[C:12]([C:29]([OH:31])=[O:30])[CH:13]=3)[N:8]=2)[CH:2]=[CH:3][CH:4]=[CH:5][CH:6]=1. Given the reactants [C:1]1([C:7]2[C:16]([N:17]3[CH2:22][CH2:21][N:20]([C:23]4[CH:28]=[CH:27][CH:26]=[CH:25][CH:24]=4)[CH2:19][CH2:18]3)=[N:15][C:14]3[C:9](=[CH:10][CH:11]=[C:12]([C:29]([O:31]C)=[O:30])[CH:13]=3)[N:8]=2)[CH:6]=[CH:5][CH:4]=[CH:3][CH:2]=1.[OH-].[Na+].Cl, predict the reaction product. (3) Given the reactants [Cl:1][C:2]1[C:21](I)=[CH:20][C:5]([C:6]([NH:8][C:9]2[CH:14]=[CH:13][C:12]([O:15][C:16]([F:19])([F:18])[F:17])=[CH:11][CH:10]=2)=[O:7])=[CH:4][N:3]=1.[N:23]1[CH:28]=[C:27](B(O)O)[CH:26]=[N:25][CH:24]=1.C([O-])([O-])=O.[Na+].[Na+], predict the reaction product. The product is: [Cl:1][C:2]1[C:21]([C:27]2[CH:28]=[N:23][CH:24]=[N:25][CH:26]=2)=[CH:20][C:5]([C:6]([NH:8][C:9]2[CH:14]=[CH:13][C:12]([O:15][C:16]([F:19])([F:18])[F:17])=[CH:11][CH:10]=2)=[O:7])=[CH:4][N:3]=1. (4) Given the reactants [OH:1][CH2:2][CH2:3][NH:4][CH:5]1[CH2:8][N:7]([C:9]([O:11][C:12]([CH3:15])([CH3:14])[CH3:13])=[O:10])[CH2:6]1.C=O.[CH3:18]C(O)=O, predict the reaction product. The product is: [OH:1][CH2:2][CH2:3][N:4]([CH3:18])[CH:5]1[CH2:8][N:7]([C:9]([O:11][C:12]([CH3:15])([CH3:14])[CH3:13])=[O:10])[CH2:6]1.